This data is from Peptide-MHC class II binding affinity with 134,281 pairs from IEDB. The task is: Regression. Given a peptide amino acid sequence and an MHC pseudo amino acid sequence, predict their binding affinity value. This is MHC class II binding data. (1) The peptide sequence is YLEDARRLKAIYEKKK. The MHC is H-2-IAd with pseudo-sequence H-2-IAd. The binding affinity (normalized) is 0.391. (2) The peptide sequence is TLEQDKCVTVMAPDK. The MHC is HLA-DQA10501-DQB10302 with pseudo-sequence HLA-DQA10501-DQB10302. The binding affinity (normalized) is 0.222. (3) The peptide sequence is RGQALLVNSSQPWEP. The MHC is DRB1_0101 with pseudo-sequence DRB1_0101. The binding affinity (normalized) is 0.351. (4) The peptide sequence is AALAAAAGVPPADKY. The MHC is HLA-DPA10201-DPB10501 with pseudo-sequence HLA-DPA10201-DPB10501. The binding affinity (normalized) is 0. (5) The peptide sequence is INEPTAAAIIYGLDR. The MHC is HLA-DQA10401-DQB10402 with pseudo-sequence HLA-DQA10401-DQB10402. The binding affinity (normalized) is 0.469. (6) The peptide sequence is AVHADMGYWIESQKN. The MHC is DRB1_1501 with pseudo-sequence DRB1_1501. The binding affinity (normalized) is 0.191. (7) The peptide sequence is MEVGWYRSPFSRVVHLYRNGK. The MHC is HLA-DPA10103-DPB10401 with pseudo-sequence HLA-DPA10103-DPB10401. The binding affinity (normalized) is 0.362.